From a dataset of Catalyst prediction with 721,799 reactions and 888 catalyst types from USPTO. Predict which catalyst facilitates the given reaction. Reactant: COC[O:4][CH:5]1[CH2:8][C:7]([C:14]2[N:18]3[CH2:19][CH2:20][CH2:21][CH2:22][CH2:23][CH2:24][C:17]3=[N:16][N:15]=2)([C:9]2[S:10][CH:11]=[CH:12][CH:13]=2)[CH2:6]1.FC(F)(F)C(O)=O. Product: [N:16]1[N:15]=[C:14]([C:7]2([C:9]3[S:10][CH:11]=[CH:12][CH:13]=3)[CH2:6][CH:5]([OH:4])[CH2:8]2)[N:18]2[CH2:19][CH2:20][CH2:21][CH2:22][CH2:23][CH2:24][C:17]=12. The catalyst class is: 2.